Dataset: Forward reaction prediction with 1.9M reactions from USPTO patents (1976-2016). Task: Predict the product of the given reaction. (1) Given the reactants Cl[C:2]1([C:13]2[CH:18]=[CH:17][CH:16]=[CH:15][C:14]=2[O:19][CH3:20])[C:10]2[C:5](=[CH:6][CH:7]=[C:8]([Cl:11])[CH:9]=2)[NH:4][C:3]1=[O:12].Cl.C([N:29]1[CH2:34][CH2:33][CH2:32][CH2:31][C@H:30]1[C:35]([OH:37])=[O:36])C1C=CC=CC=1, predict the reaction product. The product is: [Cl:11][C:8]1[CH:9]=[C:10]2[C:5](=[CH:6][CH:7]=1)[NH:4][C:3](=[O:12])[C:2]2([N:29]1[CH2:34][CH2:33][CH2:32][CH2:31][C@H:30]1[C:35]([O:37][CH2:2][C:10]1[CH:5]=[CH:6][CH:7]=[CH:8][CH:9]=1)=[O:36])[C:13]1[CH:18]=[CH:17][CH:16]=[CH:15][C:14]=1[O:19][CH3:20]. (2) Given the reactants [C@H:1]12[CH2:13][C@H:4]([N:5](C(OC(C)C)=O)[CH2:6]1)[CH2:3][N:2]2[C:14]([O:16][C:17](C)([CH3:19])[CH3:18])=[O:15].[ClH:21], predict the reaction product. The product is: [ClH:21].[C@H:1]12[CH2:13][C@H:4]([NH:5][CH2:6]1)[CH2:3][N:2]2[C:14]([O:16][CH:17]([CH3:19])[CH3:18])=[O:15]. (3) Given the reactants CO[C:3](=[O:25])[C:4]1[CH:9]=[CH:8][C:7]([NH:10][CH2:11][C:12]2[C:13]([C:18]3[CH:23]=[CH:22][CH:21]=[C:20]([F:24])[CH:19]=3)=[N:14][O:15][C:16]=2[CH3:17])=[N:6][CH:5]=1.[CH:26]([NH2:29])([CH3:28])[CH3:27], predict the reaction product. The product is: [F:24][C:20]1[CH:19]=[C:18]([C:13]2[C:12]([CH2:11][NH:10][C:7]3[CH:8]=[CH:9][C:4]([C:3]([NH:29][CH:26]([CH3:28])[CH3:27])=[O:25])=[CH:5][N:6]=3)=[C:16]([CH3:17])[O:15][N:14]=2)[CH:23]=[CH:22][CH:21]=1. (4) Given the reactants [CH2:1]([C:3]([F:33])([CH2:31][CH3:32])[CH2:4][N:5]1[CH2:10][CH2:9][CH:8]([CH2:11][O:12][C:13]2[N:18]=[CH:17][C:16]([C:19]3[CH:29]=[CH:28][C:22]([C:23]([O:25]CC)=[O:24])=[C:21]([F:30])[CH:20]=3)=[CH:15][CH:14]=2)[CH2:7][CH2:6]1)[CH3:2].O[Li].O, predict the reaction product. The product is: [CH2:1]([C:3]([F:33])([CH2:31][CH3:32])[CH2:4][N:5]1[CH2:10][CH2:9][CH:8]([CH2:11][O:12][C:13]2[N:18]=[CH:17][C:16]([C:19]3[CH:29]=[CH:28][C:22]([C:23]([OH:25])=[O:24])=[C:21]([F:30])[CH:20]=3)=[CH:15][CH:14]=2)[CH2:7][CH2:6]1)[CH3:2]. (5) Given the reactants [C:1]([O:5][C:6]([N:8]1[CH2:13][CH2:12][CH:11]([O:14][C:15]2[CH:20]=[CH:19][C:18]([NH2:21])=[CH:17][CH:16]=2)[CH2:10][CH2:9]1)=[O:7])([CH3:4])([CH3:3])[CH3:2].C(=O)([O-])O.[Na+].O.[C:28](Cl)(=[O:37])[O:29][CH2:30][C:31]1[CH:36]=[CH:35][CH:34]=[CH:33][CH:32]=1, predict the reaction product. The product is: [C:1]([O:5][C:6]([N:8]1[CH2:13][CH2:12][CH:11]([O:14][C:15]2[CH:20]=[CH:19][C:18]([NH:21][C:28]([O:29][CH2:30][C:31]3[CH:36]=[CH:35][CH:34]=[CH:33][CH:32]=3)=[O:37])=[CH:17][CH:16]=2)[CH2:10][CH2:9]1)=[O:7])([CH3:4])([CH3:2])[CH3:3].